The task is: Regression. Given two drug SMILES strings and cell line genomic features, predict the synergy score measuring deviation from expected non-interaction effect.. This data is from NCI-60 drug combinations with 297,098 pairs across 59 cell lines. (1) Drug 1: C1=NC2=C(N1)C(=S)N=C(N2)N. Drug 2: CCC(=C(C1=CC=CC=C1)C2=CC=C(C=C2)OCCN(C)C)C3=CC=CC=C3.C(C(=O)O)C(CC(=O)O)(C(=O)O)O. Cell line: NCI-H226. Synergy scores: CSS=1.59, Synergy_ZIP=-4.88, Synergy_Bliss=-2.86, Synergy_Loewe=-13.6, Synergy_HSA=-4.92. (2) Drug 1: C1CCN(CC1)CCOC2=CC=C(C=C2)C(=O)C3=C(SC4=C3C=CC(=C4)O)C5=CC=C(C=C5)O. Drug 2: CCCCC(=O)OCC(=O)C1(CC(C2=C(C1)C(=C3C(=C2O)C(=O)C4=C(C3=O)C=CC=C4OC)O)OC5CC(C(C(O5)C)O)NC(=O)C(F)(F)F)O. Cell line: EKVX. Synergy scores: CSS=1.48, Synergy_ZIP=-1.88, Synergy_Bliss=-2.82, Synergy_Loewe=-1.95, Synergy_HSA=-2.19. (3) Drug 2: CN1C=C(C=N1)C2=C3N=C(C(=C(N3N=C2)N)Br)C4CCCNC4. Synergy scores: CSS=64.6, Synergy_ZIP=1.89, Synergy_Bliss=1.64, Synergy_Loewe=-0.0752, Synergy_HSA=3.50. Cell line: HT29. Drug 1: CCC1=CC2CC(C3=C(CN(C2)C1)C4=CC=CC=C4N3)(C5=C(C=C6C(=C5)C78CCN9C7C(C=CC9)(C(C(C8N6C)(C(=O)OC)O)OC(=O)C)CC)OC)C(=O)OC. (4) Drug 1: CCC1=C2CN3C(=CC4=C(C3=O)COC(=O)C4(CC)O)C2=NC5=C1C=C(C=C5)O. Drug 2: C1=NC2=C(N1)C(=S)N=CN2. Cell line: U251. Synergy scores: CSS=45.6, Synergy_ZIP=-5.56, Synergy_Bliss=-3.22, Synergy_Loewe=-3.93, Synergy_HSA=0.981. (5) Drug 1: CN1C(=O)N2C=NC(=C2N=N1)C(=O)N. Drug 2: CCN(CC)CCNC(=O)C1=C(NC(=C1C)C=C2C3=C(C=CC(=C3)F)NC2=O)C. Cell line: RPMI-8226. Synergy scores: CSS=9.17, Synergy_ZIP=0.150, Synergy_Bliss=2.44, Synergy_Loewe=4.44, Synergy_HSA=3.95. (6) Drug 1: CC1OCC2C(O1)C(C(C(O2)OC3C4COC(=O)C4C(C5=CC6=C(C=C35)OCO6)C7=CC(=C(C(=C7)OC)O)OC)O)O. Drug 2: CC1CCCC2(C(O2)CC(NC(=O)CC(C(C(=O)C(C1O)C)(C)C)O)C(=CC3=CSC(=N3)C)C)C. Cell line: HS 578T. Synergy scores: CSS=9.89, Synergy_ZIP=-10.6, Synergy_Bliss=-5.17, Synergy_Loewe=-5.91, Synergy_HSA=-5.22. (7) Drug 1: CCC(=C(C1=CC=CC=C1)C2=CC=C(C=C2)OCCN(C)C)C3=CC=CC=C3.C(C(=O)O)C(CC(=O)O)(C(=O)O)O. Drug 2: C1CC(=O)NC(=O)C1N2C(=O)C3=CC=CC=C3C2=O. Cell line: HCT-15. Synergy scores: CSS=60.4, Synergy_ZIP=-3.19, Synergy_Bliss=-9.97, Synergy_Loewe=-33.1, Synergy_HSA=-8.49. (8) Drug 1: C1=CC(=C2C(=C1NCCNCCO)C(=O)C3=C(C=CC(=C3C2=O)O)O)NCCNCCO. Drug 2: C1=NNC2=C1C(=O)NC=N2. Cell line: IGROV1. Synergy scores: CSS=40.1, Synergy_ZIP=-1.16, Synergy_Bliss=-0.827, Synergy_Loewe=-46.2, Synergy_HSA=0.714.